Dataset: Catalyst prediction with 721,799 reactions and 888 catalyst types from USPTO. Task: Predict which catalyst facilitates the given reaction. (1) Reactant: [CH3:1][N:2]1[CH:6]=[CH:5][C:4]([C:7]([O:9][CH3:10])=[O:8])=[CH:3]1.C1C(=O)N([Br:18])C(=O)C1. Product: [Br:18][C:6]1[N:2]([CH3:1])[CH:3]=[C:4]([C:7]([O:9][CH3:10])=[O:8])[CH:5]=1. The catalyst class is: 7. (2) Reactant: [NH:1]1[CH:5]=[N:4][C:3]([C:6]([OH:8])=O)=[N:2]1.CCN=C=N[CH2:14][CH2:15][CH2:16][N:17](C)C.C1C=CC2N([OH:29])N=NC=2C=1.N[C:31]12[C:49]3[C:44](=[CH:45][CH:46]=[CH:47][CH:48]=3)[C:43](=[O:50])C1(O)C1[C:38]([O:39]2)=[CH:37][C:36]([CH:40]([CH3:42])[CH3:41])=[CH:35]C=1. Product: [OH:29][C:31]12[C:49]3[C:44](=[CH:45][CH:46]=[CH:47][CH:48]=3)[C:43](=[O:50])[C:16]1([NH:17][C:6]([C:3]1[N:4]=[CH:5][NH:1][N:2]=1)=[O:8])[C:15]1[CH:14]=[CH:35][C:36]([CH:40]([CH3:42])[CH3:41])=[CH:37][C:38]=1[O:39]2. The catalyst class is: 59. (3) Reactant: [H-].[Na+].[F:3][C:4]1[CH:5]=[C:6]([CH:9]=[C:10]([NH:12][C:13]2[CH:14]=[N:15][CH:16]=[N:17][CH:18]=2)[CH:11]=1)[C:7]#[N:8].[CH3:19]I. Product: [F:3][C:4]1[CH:5]=[C:6]([CH:9]=[C:10]([N:12]([CH3:19])[C:13]2[CH:18]=[N:17][CH:16]=[N:15][CH:14]=2)[CH:11]=1)[C:7]#[N:8]. The catalyst class is: 49. (4) Reactant: [OH:1][CH:2]([CH2:8][C:9]1[C:14]([N+:15]([O-])=O)=[CH:13][CH:12]=[C:11]([O:18][CH3:19])[N:10]=1)[C:3](OCC)=[O:4].[H][H]. Product: [OH:1][CH:2]1[CH2:8][C:9]2[C:14](=[CH:13][CH:12]=[C:11]([O:18][CH3:19])[N:10]=2)[NH:15][C:3]1=[O:4]. The catalyst class is: 19. (5) Reactant: [NH2:1][CH2:2][C@@H:3]1[C@H:8]([CH3:9])[CH2:7][CH2:6][CH2:5][N:4]1[C:10]([C:12]1[N:13]=[C:14]([CH3:24])[S:15][C:16]=1[C:17]1[CH:22]=[CH:21][C:20]([F:23])=[CH:19][CH:18]=1)=[O:11].Cl[C:26]1[O:27][C:28]2[CH:34]=[CH:33][CH:32]=[CH:31][C:29]=2[N:30]=1.CCN(C(C)C)C(C)C. Product: [O:27]1[C:28]2[CH:34]=[CH:33][CH:32]=[CH:31][C:29]=2[N:30]=[C:26]1[NH:1][CH2:2][C@@H:3]1[C@H:8]([CH3:9])[CH2:7][CH2:6][CH2:5][N:4]1[C:10]([C:12]1[N:13]=[C:14]([CH3:24])[S:15][C:16]=1[C:17]1[CH:18]=[CH:19][C:20]([F:23])=[CH:21][CH:22]=1)=[O:11]. The catalyst class is: 2. (6) Reactant: [F:1][C:2]1[CH:7]=[CH:6][C:5]([N:8]2[C:11](=[O:12])[C@H:10]([S:13]CC3C=CC(OC)=CC=3)[C@H:9]2[C:23]2[CH:37]=[CH:36][C:26]([O:27][CH2:28][C:29]([O:31][C:32]([CH3:35])([CH3:34])[CH3:33])=[O:30])=[CH:25][CH:24]=2)=[CH:4][CH:3]=1.[N+:38]([C:41]1[C:42]([S:47]Cl)=[N:43][CH:44]=[CH:45][CH:46]=1)([O-:40])=[O:39]. Product: [F:1][C:2]1[CH:7]=[CH:6][C:5]([N:8]2[C:11](=[O:12])[C@H:10]([S:13][S:47][C:42]3[C:41]([N+:38]([O-:40])=[O:39])=[CH:46][CH:45]=[CH:44][N:43]=3)[C@H:9]2[C:23]2[CH:24]=[CH:25][C:26]([O:27][CH2:28][C:29]([O:31][C:32]([CH3:34])([CH3:33])[CH3:35])=[O:30])=[CH:36][CH:37]=2)=[CH:4][CH:3]=1. The catalyst class is: 2. (7) Product: [C:41]([C:38]1[CH:37]=[CH:36][C:35]([N:27]([CH2:28][C:29]2[N:30]([CH3:34])[CH:31]=[N:32][CH:33]=2)[CH2:26][CH2:25][N:15]([CH2:14][CH:11]2[CH2:12][CH2:13][NH:8][CH2:9][CH2:10]2)[S:16]([C:19]2[N:20]=[CH:21][N:22]([CH3:24])[CH:23]=2)(=[O:17])=[O:18])=[CH:40][CH:39]=1)#[N:42]. The catalyst class is: 67. Reactant: C(OC([N:8]1[CH2:13][CH2:12][CH:11]([CH2:14][N:15]([CH2:25][CH2:26][N:27]([C:35]2[CH:40]=[CH:39][C:38]([C:41]#[N:42])=[CH:37][CH:36]=2)[CH2:28][C:29]2[N:30]([CH3:34])[CH:31]=[N:32][CH:33]=2)[S:16]([C:19]2[N:20]=[CH:21][N:22]([CH3:24])[CH:23]=2)(=[O:18])=[O:17])[CH2:10][CH2:9]1)=O)(C)(C)C. (8) Reactant: [C:1]([C:5]1[C:9]([C:10]2[CH:20]=[CH:19][C:13]([C:14]([N:16]([CH3:18])[CH3:17])=[O:15])=[CH:12][CH:11]=2)=[C:8]([OH:21])[N:7]([CH3:22])[N:6]=1)([CH3:4])([CH3:3])[CH3:2].[OH:23][NH:24]S(C1C=CC=CC=1S(C)(=O)=O)(=O)=O.C(=O)([O-])[O-].[K+].[K+].C(CN(CC(O)=O)CCN(CCN(CC(O)=O)CC(O)=O)CC(O)=O)(O)=O. Product: [C:1]([C:5]1[C:9]([C:10]2[CH:20]=[CH:19][C:13]([C:14]([N:16]([CH3:18])[CH3:17])=[O:15])=[CH:12][CH:11]=2)([NH:24][OH:23])[C:8](=[O:21])[N:7]([CH3:22])[N:6]=1)([CH3:4])([CH3:2])[CH3:3]. The catalyst class is: 815. (9) Reactant: [CH2:1]([O:3][C:4]1[CH:5]=[C:6]([CH:27]=[CH:28][CH:29]=1)[C:7]([C:9]1[C:18]2[C:13](=[CH:14][C:15]([O:21][CH:22]([CH3:24])[CH3:23])=[C:16]([O:19][CH3:20])[CH:17]=2)[C:12]([CH:25]=[O:26])=[CH:11][N:10]=1)=[O:8])[CH3:2].O.P([O-])(O)(O)=[O:32].[Na+].CC(=CC)C.Cl([O-])=O.[Na+]. Product: [CH2:1]([O:3][C:4]1[CH:5]=[C:6]([CH:27]=[CH:28][CH:29]=1)[C:7]([C:9]1[C:18]2[C:13](=[CH:14][C:15]([O:21][CH:22]([CH3:24])[CH3:23])=[C:16]([O:19][CH3:20])[CH:17]=2)[C:12]([C:25]([OH:32])=[O:26])=[CH:11][N:10]=1)=[O:8])[CH3:2]. The catalyst class is: 371. (10) Reactant: [CH3:1][O:2][C:3](=[O:55])[C@@H:4]([NH:20][C:21]([C@@H:23]1[CH2:36][C:35]2[CH:34]=[C:33]3[C:28]([O:29][C@@H:30]([C:39]4[CH:44]=[CH:43][C:42]([OH:45])=[CH:41][CH:40]=4)[C:31](=[O:38])[N:32]3[CH3:37])=[CH:27][C:26]=2[CH2:25][N:24]1[C@H:46]([C:49]1[CH:54]=[CH:53][CH:52]=[CH:51][CH:50]=1)[CH2:47][CH3:48])=[O:22])[CH2:5][C:6]1[CH:11]=[CH:10][C:9]([C:12]2[CH:17]=[CH:16][C:15]([O:18][CH3:19])=[CH:14][CH:13]=2)=[CH:8][CH:7]=1.[Cl:56][C:57]1[CH:58]=[C:59]([CH:62]=[CH:63][C:64]=1[Cl:65])[CH2:60]Br.C(=O)([O-])[O-].[K+].[K+].C(=O)([O-])[O-].[Na+].[Na+]. Product: [CH3:1][O:2][C:3](=[O:55])[C@@H:4]([NH:20][C:21]([C@@H:23]1[CH2:36][C:35]2[CH:34]=[C:33]3[C:28]([O:29][C@@H:30]([C:39]4[CH:40]=[CH:41][C:42]([O:45][CH2:60][C:59]5[CH:62]=[CH:63][C:64]([Cl:65])=[C:57]([Cl:56])[CH:58]=5)=[CH:43][CH:44]=4)[C:31](=[O:38])[N:32]3[CH3:37])=[CH:27][C:26]=2[CH2:25][N:24]1[C@H:46]([C:49]1[CH:50]=[CH:51][CH:52]=[CH:53][CH:54]=1)[CH2:47][CH3:48])=[O:22])[CH2:5][C:6]1[CH:11]=[CH:10][C:9]([C:12]2[CH:13]=[CH:14][C:15]([O:18][CH3:19])=[CH:16][CH:17]=2)=[CH:8][CH:7]=1. The catalyst class is: 3.